This data is from Reaction yield outcomes from USPTO patents with 853,638 reactions. The task is: Predict the reaction yield, written as a fraction of the theoretical maximum amount of product (1.0 means a 100% yield; for example, 0.34 means a 34% yield). (1) The reactants are [CH3:1][CH:2]1[NH:7][CH:6]([CH3:8])[CH2:5][N:4]([C:9]2[N:14]3[CH:15]=[C:16]([CH2:18][N:19]([CH3:30])[CH:20]4[C:29]5[N:28]=[CH:27][CH:26]=[CH:25][C:24]=5[CH2:23][CH2:22][CH2:21]4)[N:17]=[C:13]3[CH:12]=[CH:11][CH:10]=2)[CH2:3]1.[H-].[Na+].[CH3:33]I. The catalyst is C1COCC1. The product is [CH3:30][N:19]([CH2:18][C:16]1[N:17]=[C:13]2[CH:12]=[CH:11][CH:10]=[C:9]([N:4]3[CH2:5][CH:6]([CH3:8])[N:7]([CH3:33])[CH:2]([CH3:1])[CH2:3]3)[N:14]2[CH:15]=1)[CH:20]1[C:29]2[N:28]=[CH:27][CH:26]=[CH:25][C:24]=2[CH2:23][CH2:22][CH2:21]1. The yield is 0.290. (2) The reactants are Cl[C:2]1[CH:7]=[C:6]([O:8][C:9]2[C:10]([CH3:18])=[CH:11][C:12]([N+:15]([O-:17])=[O:16])=[N:13][CH:14]=2)[CH:5]=[CH:4][N:3]=1.[C:19]([NH2:22])(=[O:21])[CH3:20].C([O-])([O-])=O.[Cs+].[Cs+].CC(C1C=C(C(C)C)C(C2C=CC=CC=2P(C2CCCCC2)C2CCCCC2)=C(C(C)C)C=1)C. The catalyst is O1CCOCC1.CCOC(C)=O.C1C=CC(/C=C/C(/C=C/C2C=CC=CC=2)=O)=CC=1.C1C=CC(/C=C/C(/C=C/C2C=CC=CC=2)=O)=CC=1.C1C=CC(/C=C/C(/C=C/C2C=CC=CC=2)=O)=CC=1.[Pd].[Pd]. The product is [CH3:18][C:10]1[CH:11]=[C:12]([N+:15]([O-:17])=[O:16])[N:13]=[CH:14][C:9]=1[O:8][C:6]1[CH:5]=[CH:4][N:3]=[C:2]([NH:22][C:19](=[O:21])[CH3:20])[CH:7]=1. The yield is 0.640. (3) The reactants are [Br:1][C:2]1[C:3](F)=[C:4]2[C:10]([NH:11][C:12]([C:14]3([C:17]([F:20])([F:19])[F:18])[CH2:16][CH2:15]3)=[O:13])=[CH:9][NH:8][C:5]2=[N:6][CH:7]=1.[NH:22]1[CH2:27][CH2:26][CH2:25][C@@H:24]([NH:28][C:29](=[O:35])[O:30][C:31]([CH3:34])([CH3:33])[CH3:32])[CH2:23]1. The catalyst is CCCCO. The product is [Br:1][C:2]1[C:3]([N:22]2[CH2:27][CH2:26][CH2:25][C@@H:24]([NH:28][C:29](=[O:35])[O:30][C:31]([CH3:33])([CH3:32])[CH3:34])[CH2:23]2)=[C:4]2[C:10]([NH:11][C:12]([C:14]3([C:17]([F:20])([F:19])[F:18])[CH2:16][CH2:15]3)=[O:13])=[CH:9][NH:8][C:5]2=[N:6][CH:7]=1. The yield is 0.190. (4) The reactants are [S:1]1[CH:5]=[CH:4][C:3]([C:6]2[CH:11]=[CH:10][C:9]([CH2:12][CH2:13][CH2:14]CC(S(N)(=O)=O)C)=[CH:8][CH:7]=2)=[CH:2]1.C([N:24]([CH2:27]C)CC)C.[CH3:29][N:30](C)[S:31](Cl)(=[O:33])=[O:32]. The catalyst is ClCCl. The product is [S:1]1[CH:5]=[CH:4][C:3]([C:6]2[CH:7]=[CH:8][C:9]([CH2:12][CH2:13][CH2:14][N:24]([CH3:27])[S:31]([NH:30][CH3:29])(=[O:33])=[O:32])=[CH:10][CH:11]=2)=[CH:2]1. The yield is 0.460. (5) The reactants are O=C1C2C(=CC=CC=2)C(=O)[N:3]1[CH2:12][CH2:13][CH2:14][CH2:15][C:16]1[CH:21]=[CH:20][C:19]([S:22]([NH:25][C@@H:26]([CH:30]([CH3:32])[CH3:31])[C:27]([NH2:29])=[O:28])(=[O:24])=[O:23])=[CH:18][CH:17]=1.CN. No catalyst specified. The product is [NH2:3][CH2:12][CH2:13][CH2:14][CH2:15][C:16]1[CH:17]=[CH:18][C:19]([S:22]([NH:25][C@@H:26]([CH:30]([CH3:32])[CH3:31])[C:27]([NH2:29])=[O:28])(=[O:24])=[O:23])=[CH:20][CH:21]=1. The yield is 0.540. (6) The reactants are CN(C=O)C.[C:6]([C:10]1[CH:15]=[CH:14][C:13]([C@@H:16]2[CH2:18][C@H:17]2[C:19]([OH:21])=O)=[CH:12][CH:11]=1)([CH3:9])([CH3:8])[CH3:7].C(Cl)CCl.Cl.[NH2:27][CH2:28][C:29]1[CH:34]=[CH:33][C:32]([NH:35][S:36]([CH3:39])(=[O:38])=[O:37])=[C:31]([F:40])[CH:30]=1. The catalyst is CN(C1C=CN=CC=1)C.C(N(CC)CC)C. The product is [C:6]([C:10]1[CH:11]=[CH:12][C:13]([CH:16]2[CH2:18][CH:17]2[C:19]([NH:27][CH2:28][C:29]2[CH:34]=[CH:33][C:32]([NH:35][S:36]([CH3:39])(=[O:38])=[O:37])=[C:31]([F:40])[CH:30]=2)=[O:21])=[CH:14][CH:15]=1)([CH3:7])([CH3:8])[CH3:9]. The yield is 0.0900. (7) The reactants are Cl.Cl.C(O[C:6]([C:8]1[CH:9]=[C:10]2[C:14](=[CH:15][CH:16]=1)[NH:13][N:12]=[C:11]2[C:17]1[CH:26]=[CH:25][C:24]2[C:19](=[CH:20][CH:21]=[C:22]([C:27]([N:29]3[CH2:33][CH2:32][CH2:31][CH2:30]3)=[O:28])[CH:23]=2)[CH:18]=1)=[NH:7])C.[N:34]1([CH2:39][C:40]([NH:42][NH2:43])=O)[CH2:38][CH2:37][CH2:36][CH2:35]1.C(N(CC)CC)C. The catalyst is CO. The product is [N:29]1([C:27]([C:22]2[CH:21]=[CH:20][C:19]3[C:24](=[CH:25][CH:26]=[C:17]([C:11]4[C:10]5[C:14](=[CH:15][CH:16]=[C:8]([C:6]6[NH:43][N:42]=[C:40]([CH2:39][N:34]7[CH2:38][CH2:37][CH2:36][CH2:35]7)[N:7]=6)[CH:9]=5)[NH:13][N:12]=4)[CH:18]=3)[CH:23]=2)=[O:28])[CH2:30][CH2:31][CH2:32][CH2:33]1. The yield is 0.380. (8) The reactants are COCCOC[N:7]1[C:11]2=[N:12][CH:13]=[C:14]([N:16]3[CH2:21][CH2:20][O:19][CH2:18][CH2:17]3)[CH:15]=[C:10]2[C:9]([C:22]2[CH:27]=[CH:26][CH:25]=[CH:24][C:23]=2[O:28][CH3:29])=[CH:8]1.C(O)=O.C(=O)(O)[O-].[Na+].C(OCC)(=O)C. The catalyst is C(O)C.O.[Cl-].[Na+].O. The product is [CH3:29][O:28][C:23]1[CH:24]=[CH:25][CH:26]=[CH:27][C:22]=1[C:9]1[C:10]2[C:11](=[N:12][CH:13]=[C:14]([N:16]3[CH2:21][CH2:20][O:19][CH2:18][CH2:17]3)[CH:15]=2)[NH:7][CH:8]=1. The yield is 0.940. (9) The reactants are [CH2:1]([C:3]1[N:13]([CH2:14][C:15]2[CH:20]=[CH:19][C:18]([N+:21]([O-])=O)=[CH:17][CH:16]=2)[C:6]2=[N:7][C:8]([CH3:12])=[CH:9][C:10]([CH3:11])=[C:5]2[N:4]=1)[CH3:2].C([O-])=O.[NH4+]. The catalyst is CO.[Pd]. The product is [NH2:21][C:18]1[CH:19]=[CH:20][C:15]([CH2:14][N:13]2[C:6]3=[N:7][C:8]([CH3:12])=[CH:9][C:10]([CH3:11])=[C:5]3[N:4]=[C:3]2[CH2:1][CH3:2])=[CH:16][CH:17]=1. The yield is 0.812. (10) The reactants are C[C@@H](PC)[C]1[C](P(C2C3C(=CC=CC=3)C=CC=2)C2C3C(=CC=CC=3)C=CC=2)[CH][CH][CH]1.[F:31][C:32]1[CH:33]=[C:34]([CH:53]=[CH:54][CH:55]=1)[CH2:35][C:36]1[C:45]2[C:40](=[CH:41][CH:42]=[C:43]([O:46][CH3:47])[CH:44]=2)[CH2:39][CH2:38][C:37]=1[NH:48][C:49](=[O:52])[CH2:50][CH3:51].[H][H]. The catalyst is [Rh+].ClC1CCCCC=CC=1.CO. The product is [F:31][C:32]1[CH:33]=[C:34]([CH:53]=[CH:54][CH:55]=1)[CH2:35][C@@H:36]1[C:45]2[C:40](=[CH:41][CH:42]=[C:43]([O:46][CH3:47])[CH:44]=2)[CH2:39][CH2:38][C@@H:37]1[NH:48][C:49](=[O:52])[CH2:50][CH3:51]. The yield is 0.870.